From a dataset of CYP3A4 inhibition data for predicting drug metabolism from PubChem BioAssay. Regression/Classification. Given a drug SMILES string, predict its absorption, distribution, metabolism, or excretion properties. Task type varies by dataset: regression for continuous measurements (e.g., permeability, clearance, half-life) or binary classification for categorical outcomes (e.g., BBB penetration, CYP inhibition). Dataset: cyp3a4_veith. (1) The result is 0 (non-inhibitor). The drug is O=C(O)[C@H]([C@H]1NCCS1)N1Cc2ccccc2C1. (2) The molecule is O=S(=O)(/N=C(\Sc1ccc(Cl)cc1)c1ccccc1)c1ccccc1. The result is 0 (non-inhibitor). (3) The compound is CCc1ccc(N2C(=O)c3ccc4c5c(ccc(c35)C2=O)CC4)cc1. The result is 0 (non-inhibitor). (4) The molecule is [N-]=[N+]=NCC(=O)c1c[nH]c(=O)[nH]c1=O. The result is 0 (non-inhibitor). (5) The molecule is O=C(N[C@@H](c1ccccc1)[C@@H]1C[C@H]1C(=O)NCc1ccccc1)OCc1ccccc1. The result is 1 (inhibitor). (6) The drug is CCc1c(O)nc2sc3ccccc3n2c1=O. The result is 0 (non-inhibitor). (7) The molecule is COc1ccccc1NC(=O)CSc1nc2ccccc2cc1Cc1ccccc1. The result is 1 (inhibitor).